From a dataset of Full USPTO retrosynthesis dataset with 1.9M reactions from patents (1976-2016). Predict the reactants needed to synthesize the given product. The reactants are: [Br:1][C:2]1[C:3]([OH:23])=[C:4]([C:9]([CH2:12][S:13]([C:16]2[CH:21]=[CH:20][CH:19]=[C:18](Cl)[CH:17]=2)(=[O:15])=[O:14])=[CH:10][CH:11]=1)[C:5]([O:7][CH3:8])=[O:6].C1(S(CC2C(C(OC)=O)=C(OC)C(Br)=CC=2)(=O)=O)C=CC=CC=1. Given the product [C:16]1([S:13]([CH2:12][C:9]2[C:4]([C:5]([O:7][CH3:8])=[O:6])=[C:3]([OH:23])[C:2]([Br:1])=[CH:11][CH:10]=2)(=[O:15])=[O:14])[CH:17]=[CH:18][CH:19]=[CH:20][CH:21]=1, predict the reactants needed to synthesize it.